This data is from Forward reaction prediction with 1.9M reactions from USPTO patents (1976-2016). The task is: Predict the product of the given reaction. (1) Given the reactants [CH3:1][C:2]1[CH:7]=[CH:6][C:5]([OH:8])=[C:4](O)[C:3]=1[CH2:10][CH2:11][C@@H:12]1[C:21](=O)[CH2:20][CH2:19][C@@:18]2([CH3:23])[C@H:13]1[CH2:14][CH2:15][C:16]2=O.C1(C(=CC=CC=1)O)O.[CH3:32]/[C:33](/[C:41]([CH2:43][CH2:44][CH:45]1C(=O)CC[C@@]2(C)[C@H:46]1CCC2=O)=O)=[CH:34]\C=C(/[O-])\C(O)=O, predict the reaction product. The product is: [CH3:32][CH:33]([CH2:41][CH2:43][CH2:44][C@H:45]([C@@H:16]1[C@:18]2([CH3:23])[C@H:13]([C@H:12]3[C@H:21]([CH2:20][CH2:19]2)[C@:2]2([CH3:1])[C:3]([CH2:4][C@H:5]([CH2:6][CH2:7]2)[OH:8])=[CH:10][CH2:11]3)[CH2:14][CH2:15]1)[CH3:46])[CH3:34]. (2) Given the reactants [N:1]1([CH2:7][CH2:8][NH:9][C:10]([NH2:12])=[S:11])[CH2:6][CH2:5][O:4][CH2:3][CH2:2]1.Br[CH:14]([CH:20]([CH3:22])[CH3:21])[C:15](OCC)=[O:16], predict the reaction product. The product is: [CH:20]([CH:14]1[S:11][C:10]([NH:9][CH2:8][CH2:7][N:1]2[CH2:2][CH2:3][O:4][CH2:5][CH2:6]2)=[N:12][C:15]1=[O:16])([CH3:22])[CH3:21].